From a dataset of Catalyst prediction with 721,799 reactions and 888 catalyst types from USPTO. Predict which catalyst facilitates the given reaction. Reactant: [CH2:1]([N:3]1[C:11]2[C:6](=[N:7][CH:8]=[CH:9][C:10]=2[CH3:12])[N:5]([C:13]2[CH:18]=[CH:17][C:16]([O:19][C:20]3[N:24](COCC[Si](C)(C)C)[C:23]4[CH:33]=[CH:34][CH:35]=[CH:36][C:22]=4[N:21]=3)=[CH:15][CH:14]=2)[C:4]1=[O:37])[CH3:2].[ClH:38]. Product: [ClH:38].[ClH:38].[NH:21]1[C:22]2[CH:36]=[CH:35][CH:34]=[CH:33][C:23]=2[N:24]=[C:20]1[O:19][C:16]1[CH:17]=[CH:18][C:13]([N:5]2[C:6]3=[N:7][CH:8]=[CH:9][C:10]([CH3:12])=[C:11]3[N:3]([CH2:1][CH3:2])[C:4]2=[O:37])=[CH:14][CH:15]=1. The catalyst class is: 14.